Task: Predict the reactants needed to synthesize the given product.. Dataset: Full USPTO retrosynthesis dataset with 1.9M reactions from patents (1976-2016) Given the product [Br:14][CH2:1][C:2]1[CH:3]=[CH:4][C:5]([N:8]2[CH2:12][CH2:11][CH2:10][C:9]2=[O:13])=[N:6][CH:7]=1, predict the reactants needed to synthesize it. The reactants are: [CH3:1][C:2]1[CH:3]=[CH:4][C:5]([N:8]2[CH2:12][CH2:11][CH2:10][C:9]2=[O:13])=[N:6][CH:7]=1.[Br:14]N1C(=O)CCC1=O.N(C(C)(C)C#N)=NC(C)(C)C#N.